Dataset: Forward reaction prediction with 1.9M reactions from USPTO patents (1976-2016). Task: Predict the product of the given reaction. Given the reactants [N:1]1([C:7]2[CH:8]=[N:9][C:10]([NH2:13])=[CH:11][CH:12]=2)[CH2:6][CH2:5][CH2:4][CH2:3][CH2:2]1.[Cl:14][C:15]1[C:16]([CH3:25])=[C:17]([S:21](Cl)(=[O:23])=[O:22])[CH:18]=[CH:19][CH:20]=1, predict the reaction product. The product is: [Cl:14][C:15]1[C:16]([CH3:25])=[C:17]([S:21]([NH:13][C:10]2[N:9]=[CH:8][C:7]([N:1]3[CH2:2][CH2:3][CH2:4][CH2:5][CH2:6]3)=[CH:12][CH:11]=2)(=[O:23])=[O:22])[CH:18]=[CH:19][CH:20]=1.